This data is from Full USPTO retrosynthesis dataset with 1.9M reactions from patents (1976-2016). The task is: Predict the reactants needed to synthesize the given product. (1) Given the product [F:15][C:16]([F:25])([F:26])[CH:17]([OH:24])[CH2:18][C:19]([O:21][CH2:22][CH3:23])=[O:20], predict the reactants needed to synthesize it. The reactants are: C(O)(C)C.CC1C=CC(C(C)C)=CC=1.[F:15][C:16]([F:26])([F:25])[C:17](=[O:24])[CH2:18][C:19]([O:21][CH2:22][CH3:23])=[O:20]. (2) Given the product [CH3:1][O:2][C:3]1[CH:4]=[C:5]([CH2:12][CH2:13][N:14]2[CH2:19][CH2:18][N:17]([CH3:20])[CH2:16][CH2:15]2)[CH:6]=[CH:7][C:8]=1[NH2:9], predict the reactants needed to synthesize it. The reactants are: [CH3:1][O:2][C:3]1[CH:4]=[C:5]([CH2:12][CH2:13][N:14]2[CH2:19][CH2:18][N:17]([CH3:20])[CH2:16][CH2:15]2)[CH:6]=[CH:7][C:8]=1[N+:9]([O-])=O. (3) Given the product [Si:14]([O:1][C:2]1[C:3](=[O:8])[NH:4][CH:5]=[CH:6][CH:7]=1)([C:17]([CH3:20])([CH3:19])[CH3:18])([CH3:16])[CH3:15], predict the reactants needed to synthesize it. The reactants are: [OH:1][C:2]1[C:3](=[O:8])[NH:4][CH:5]=[CH:6][CH:7]=1.N1C=CN=C1.[Si:14](Cl)([C:17]([CH3:20])([CH3:19])[CH3:18])([CH3:16])[CH3:15].O.